Dataset: TCR-epitope binding with 47,182 pairs between 192 epitopes and 23,139 TCRs. Task: Binary Classification. Given a T-cell receptor sequence (or CDR3 region) and an epitope sequence, predict whether binding occurs between them. The epitope is VVYRGTTTY. The TCR CDR3 sequence is CASSLPPEQYF. Result: 1 (the TCR binds to the epitope).